From a dataset of Forward reaction prediction with 1.9M reactions from USPTO patents (1976-2016). Predict the product of the given reaction. The product is: [Cl:24][C:21]1[CH:22]=[CH:23][C:18]([C:13]2[C:12]([CH2:11][O:10][C:7]3[CH:8]=[CH:9][C:4]([C:3]([NH:29][CH:26]4[CH2:28][CH2:27]4)=[O:25])=[CH:5][N:6]=3)=[C:16]([CH3:17])[O:15][N:14]=2)=[CH:19][CH:20]=1. Given the reactants CO[C:3](=[O:25])[C:4]1[CH:9]=[CH:8][C:7]([O:10][CH2:11][C:12]2[C:13]([C:18]3[CH:23]=[CH:22][C:21]([Cl:24])=[CH:20][CH:19]=3)=[N:14][O:15][C:16]=2[CH3:17])=[N:6][CH:5]=1.[CH:26]1([NH2:29])[CH2:28][CH2:27]1, predict the reaction product.